Dataset: TCR-epitope binding with 47,182 pairs between 192 epitopes and 23,139 TCRs. Task: Binary Classification. Given a T-cell receptor sequence (or CDR3 region) and an epitope sequence, predict whether binding occurs between them. (1) Result: 1 (the TCR binds to the epitope). The epitope is GLNKIVRMY. The TCR CDR3 sequence is CAISESGGRVDEQYF. (2) The epitope is VVYRGTTTY. The TCR CDR3 sequence is CASSSTGELFF. Result: 1 (the TCR binds to the epitope). (3) Result: 0 (the TCR does not bind to the epitope). The TCR CDR3 sequence is CASSSILSGANVLTF. The epitope is RTLNAWVKV. (4) The epitope is FLPRVFSAV. The TCR CDR3 sequence is CASSGTSGSTDTQYF. Result: 1 (the TCR binds to the epitope). (5) The epitope is NLVPMVATV. The TCR CDR3 sequence is CASSGRDSHEQYF. Result: 1 (the TCR binds to the epitope). (6) The epitope is KLSYGIATV. The TCR CDR3 sequence is CASSSPGGSDSPLHF. Result: 1 (the TCR binds to the epitope).